From a dataset of Experimentally validated miRNA-target interactions with 360,000+ pairs, plus equal number of negative samples. Binary Classification. Given a miRNA mature sequence and a target amino acid sequence, predict their likelihood of interaction. (1) The miRNA is hsa-miR-1281 with sequence UCGCCUCCUCCUCUCCC. The protein sequence of the target gene is MQMADAATIATMNKAAGGDKLAELFSLVPDLLEAANTSGNASLQLPDLWWELGLELPDGAPPGHPPGSGGAESADTEARVRILISVVYWVVCALGLAGNLLVLYLMKSMQGWRKSSINLFVTNLALTDFQFVLTLPFWAVENALDFKWPFGKAMCKIVSMVTSMNMYASVFFLTAMSVTRYHSVASALKSHRTRGHGRGDCCGRSLGDSCCFSAKALCVWIWALAALASLPSAIFSTTVKVMGEELCLVRFPDKLLGRDRQFWLGLYHSQKVLLGFVLPLGIIILCYLLLVRFIADRRAA.... Result: 0 (no interaction). (2) The miRNA is mmu-miR-466k with sequence UGUGUGUGUACAUGUACAUGUGA. The protein sequence of the target gene is MAFANFRRILRLSTFEKRKSREYEHVRRDLDPNDVWEIVGELGDGAFGKVYKAKNKETGALAAAKVIETKSEEELEDYIVEIEILATCDHPYIVKLLGAYYYDGKLWIMIEFCPGGAVDAIMLELDRGLTEPQIQVVCRQMLEALNFLHGKRIIHRDLKAGNVLMTLEGDIRLADFGVSAKNLKTLQKRDSFIGTPYWMAPEVVLCETMKDAPYDYKADIWSLGITLIEMAQIEPPHHELNPMRVLLKIAKSDPPTLLTPSKWSVEFRDFLKIALDKNPETRPSAAQLLQHPFVSRVTSN.... Result: 1 (interaction). (3) The miRNA is hsa-miR-466 with sequence AUACACAUACACGCAACACACAU. The protein sequence of the target gene is MPVAVMAESAFSFKKLLDQCENQELEAPGGIATPPVYGQLLALYLLHNDMNNARYLWKRIPPAIKSANSELGGIWSVGQRIWQRDFPGIYTTINAHQWSETVQPIMEALRDATRRRAFALVSQAYTSIIADDFAAFVGLPVEEAVKGILEQGWQADSTTRMVLPRKPVAGALDVSFNKFIPLSEPAPVPPIPNEQQLARLTDYVAFLEN. Result: 1 (interaction).